From a dataset of Reaction yield outcomes from USPTO patents with 853,638 reactions. Predict the reaction yield, written as a fraction of the theoretical maximum amount of product (1.0 means a 100% yield; for example, 0.34 means a 34% yield). (1) The reactants are [O:1]([CH2:8][C:9]1[CH:10]=[C:11]([CH:16]=[CH:17][N:18]=1)[C:12]([O:14][CH3:15])=[O:13])[C:2]1[CH:7]=[CH:6][CH:5]=[CH:4][CH:3]=1. The catalyst is C(O)(=O)C.[Pt](=O)=O. The product is [CH:2]1([O:1][CH2:8][CH:9]2[CH2:10][CH:11]([C:12]([O:14][CH3:15])=[O:13])[CH2:16][CH2:17][NH:18]2)[CH2:7][CH2:6][CH2:5][CH2:4][CH2:3]1. The yield is 0.730. (2) The reactants are [ClH:1].C(OC([N:9]1[CH2:13][CH2:12][CH:11]([N:14]2[CH:18]=[C:17]([N+:19]([O-:21])=[O:20])[CH:16]=[N:15]2)[CH2:10]1)=O)(C)(C)C. The catalyst is O1CCOCC1. The product is [ClH:1].[N+:19]([C:17]1[CH:16]=[N:15][N:14]([CH:11]2[CH2:12][CH2:13][NH:9][CH2:10]2)[CH:18]=1)([O-:21])=[O:20]. The yield is 0.950. (3) The reactants are [CH3:1][O:2][C:3]([C:5]1[CH:6]=[CH:7][C:8]([C:11]([OH:13])=O)=[N:9][CH:10]=1)=[O:4].[NH:14]1[CH2:19][CH2:18][O:17][CH2:16][CH2:15]1.CCN(CC)CC.CN(C(ON1N=NC2C=CC=CC1=2)=[N+](C)C)C.F[P-](F)(F)(F)(F)F. The catalyst is CN(C=O)C. The product is [N:14]1([C:11]([C:8]2[N:9]=[CH:10][C:5]([C:3]([O:2][CH3:1])=[O:4])=[CH:6][CH:7]=2)=[O:13])[CH2:19][CH2:18][O:17][CH2:16][CH2:15]1. The yield is 0.873. (4) The reactants are [CH2:1]([O:8][C:9]1[CH:14]=[C:13]([Br:15])[CH:12]=[C:11]([N+:16]([O-])=O)[C:10]=1[NH:19][C:20](=O)[CH3:21])[C:2]1[CH:7]=[CH:6][CH:5]=[CH:4][CH:3]=1. The catalyst is C(O)(=O)C.[Fe]. The product is [CH2:1]([O:8][C:9]1[C:10]2[N:19]=[C:20]([CH3:21])[NH:16][C:11]=2[CH:12]=[C:13]([Br:15])[CH:14]=1)[C:2]1[CH:7]=[CH:6][CH:5]=[CH:4][CH:3]=1. The yield is 0.530. (5) The reactants are [CH:1]1[CH:6]=[CH:5][C:4]([CH2:7][O:8][C:9](Cl)=[O:10])=[CH:3][CH:2]=1.[CH2:12]([NH2:16])[CH2:13][CH:14]=[CH2:15].C(N(CC)CC)C.O. The catalyst is O1CCCC1.C(OCC)(=O)C. The product is [CH2:12]([NH:16][C:9](=[O:10])[O:8][CH2:7][C:4]1[CH:5]=[CH:6][CH:1]=[CH:2][CH:3]=1)[CH2:13][CH:14]=[CH2:15]. The yield is 0.710. (6) The reactants are [CH2:1]([O:8][C:9]1[CH:18]=[C:17]2[C:12]([C:13](Cl)=[CH:14][CH:15]=[N:16]2)=[CH:11][C:10]=1[O:20][CH3:21])[C:2]1[CH:7]=[CH:6][CH:5]=[CH:4][CH:3]=1.[CH2:22]([N:29]1[C:34](=[O:35])[C:33]([C:36]2[CH:41]=[CH:40][C:39]([OH:42])=[C:38]([F:43])[CH:37]=2)=[CH:32][N:31]=[CH:30]1)[C:23]1[CH:28]=[CH:27][CH:26]=[CH:25][CH:24]=1. No catalyst specified. The product is [CH2:22]([N:29]1[C:34](=[O:35])[C:33]([C:36]2[CH:41]=[CH:40][C:39]([O:42][C:13]3[C:12]4[C:17](=[CH:18][C:9]([O:8][CH2:1][C:2]5[CH:7]=[CH:6][CH:5]=[CH:4][CH:3]=5)=[C:10]([O:20][CH3:21])[CH:11]=4)[N:16]=[CH:15][CH:14]=3)=[C:38]([F:43])[CH:37]=2)=[CH:32][N:31]=[CH:30]1)[C:23]1[CH:28]=[CH:27][CH:26]=[CH:25][CH:24]=1. The yield is 0.370. (7) The reactants are [CH3:1][N:2]([CH3:36])[CH2:3][CH2:4][NH:5][C:6]([NH:8][C:9]1[CH:14]=[CH:13][C:12]([C:15]2[N:16]=[C:17]([N:30]3[CH2:35][CH2:34][O:33][CH2:32][CH2:31]3)[C:18]3[N:23]=[N:22][N:21]([CH:24]4[CH2:29][CH2:28][NH:27][CH2:26][CH2:25]4)[C:19]=3[N:20]=2)=[CH:11][CH:10]=1)=[O:7].[Br:37][C:38]1[CH:45]=[CH:44][C:41]([CH:42]=O)=[CH:40][N:39]=1.[BH-](OC(C)=O)(OC(C)=O)OC(C)=O.[Na+].CC(O)=O. The catalyst is C1COCC1. The product is [Br:37][C:38]1[N:39]=[CH:40][C:41]([CH2:42][N:27]2[CH2:28][CH2:29][CH:24]([N:21]3[C:19]4[N:20]=[C:15]([C:12]5[CH:11]=[CH:10][C:9]([NH:8][C:6]([NH:5][CH2:4][CH2:3][N:2]([CH3:36])[CH3:1])=[O:7])=[CH:14][CH:13]=5)[N:16]=[C:17]([N:30]5[CH2:35][CH2:34][O:33][CH2:32][CH2:31]5)[C:18]=4[N:23]=[N:22]3)[CH2:25][CH2:26]2)=[CH:44][CH:45]=1. The yield is 0.280.